The task is: Binary Classification. Given a drug SMILES string, predict its activity (active/inactive) in a high-throughput screening assay against a specified biological target.. This data is from Tyrosyl-DNA phosphodiesterase HTS with 341,365 compounds. (1) The compound is O1C2(C(C(CC2)(C1=O)C)(C)C)C(=O)NCc1ncccc1. The result is 0 (inactive). (2) The molecule is Fc1ccc(Cn2nc3c(CCc4c3cccc4)cc2=O)cc1. The result is 0 (inactive). (3) The result is 0 (inactive). The compound is Clc1c(N2CCN(CC2)CC)cn[nH]c1=O. (4) The compound is O1c2cc3c([nH]c(=O)c(CN(Cc4ccccc4)C(=O)c4cc(OC)ccc4)c3)cc2OCC1. The result is 0 (inactive). (5) The compound is Fc1cc(NC(=O)c2cn(nc2)C)ccc1F. The result is 0 (inactive).